Dataset: Forward reaction prediction with 1.9M reactions from USPTO patents (1976-2016). Task: Predict the product of the given reaction. (1) Given the reactants COCCN(S(F)(F)[F:11])CCOC.O[CH2:15][CH:16]([NH:19][C:20]1[CH:21]=[C:22]2[C:31](=[CH:32][CH:33]=1)[S:30][C:29]1[C:28]([C:34]3[NH:39][C:38](=[O:40])[CH:37]=[C:36]([N:41]4[CH2:46][CH2:45][O:44][CH2:43][CH2:42]4)[CH:35]=3)=[CH:27][CH:26]=[CH:25][C:24]=1[S:23]2)[CH2:17]O.C(=O)([O-])O.[Na+], predict the reaction product. The product is: [F:11][CH2:17][CH:16]1[CH2:15][N:19]1[C:20]1[CH:21]=[C:22]2[C:31](=[CH:32][CH:33]=1)[S:30][C:29]1[C:28]([C:34]3[NH:39][C:38](=[O:40])[CH:37]=[C:36]([N:41]4[CH2:42][CH2:43][O:44][CH2:45][CH2:46]4)[CH:35]=3)=[CH:27][CH:26]=[CH:25][C:24]=1[S:23]2. (2) Given the reactants [CH3:1][O:2][C:3]([C:5]1[CH:20]=[CH:19][C:8]([C:9]([O:11]N2C(=O)CCC2=O)=O)=[CH:7][C:6]=1[CH3:21])=[O:4].[OH:22][C:23]1[CH:24]=[C:25]([CH:28]=[CH:29][CH:30]=1)[CH2:26][NH2:27].C(N(CC)CC)C, predict the reaction product. The product is: [OH:22][C:23]1[CH:24]=[C:25]([CH2:26][NH:27][C:9]([C:8]2[CH:19]=[CH:20][C:5]([C:3]([O:2][CH3:1])=[O:4])=[C:6]([CH3:21])[CH:7]=2)=[O:11])[CH:28]=[CH:29][CH:30]=1. (3) Given the reactants [Al+3].[Cl-].[Cl-].[Cl-].C[N:6]([C:8](F)(F)[CH:9]([F:11])[F:10])C.[F:14][CH:15]([F:33])[C:16](=[N:18]N=C(C1C=CC=CC=1)C1C=CC=CC=1)[CH3:17].C(C1C=CC=CC=1)(=O)C1C=CC=CC=1, predict the reaction product. The product is: [F:10][CH:9]([F:11])[C:8]1[CH:17]=[C:16]([CH:15]([F:33])[F:14])[NH:18][N:6]=1. (4) Given the reactants [OH:1][C:2]([CH3:17])([CH3:16])[CH2:3][CH2:4]OS(C1C=CC(C)=CC=1)(=O)=O.[Br:18][C:19]1[C:24]([CH3:25])=[CH:23][C:22]([OH:26])=[CH:21][C:20]=1[CH3:27].C(=O)([O-])[O-].[K+].[K+].[NH4+].[Cl-], predict the reaction product. The product is: [Br:18][C:19]1[C:24]([CH3:25])=[CH:23][C:22]([O:26][CH2:4][CH2:3][C:2]([CH3:17])([OH:1])[CH3:16])=[CH:21][C:20]=1[CH3:27]. (5) The product is: [Cl:20][C:21]1[CH:26]=[CH:25][CH:24]=[CH:23][C:22]=1[N:27]1[C:10]2[CH2:9][CH2:8][N:7]([C:12]([O:14][C:15]([CH3:18])([CH3:17])[CH3:16])=[O:13])[CH2:6][C:5]=2[CH:4]=[N:2]1. Given the reactants C[N:2]([CH:4]=[C:5]1[C:10](=O)[CH2:9][CH2:8][N:7]([C:12]([O:14][C:15]([CH3:18])([CH3:17])[CH3:16])=[O:13])[CH2:6]1)C.Cl.[Cl:20][C:21]1[CH:26]=[CH:25][CH:24]=[CH:23][C:22]=1[NH:27]N, predict the reaction product. (6) Given the reactants [F:1][C:2]([F:19])([F:18])[C:3]1([CH2:6][O:7][S:8]([C:11]2[CH:16]=[CH:15][C:14]([CH3:17])=[CH:13][CH:12]=2)(=[O:10])=[O:9])[CH2:5][CH2:4]1.[NH2:20][C:21]([NH2:23])=[S:22], predict the reaction product. The product is: [C:14]1([CH3:17])[CH:13]=[CH:12][C:11]([S:8]([OH:10])(=[O:7])=[O:9])=[CH:16][CH:15]=1.[F:19][C:2]([F:1])([F:18])[C:3]1([CH2:6][S:22][C:21](=[NH:20])[NH2:23])[CH2:4][CH2:5]1. (7) Given the reactants [F:1][C:2]1[CH:7]=[CH:6][C:5]([NH:8][C:9]2[N:14]3[N:15]=[CH:16][CH:17]=[C:13]3[N:12]=[CH:11][C:10]=2[C:18]([O:20][CH2:21][CH3:22])=[O:19])=[C:4]([CH3:23])[CH:3]=1.Cl[S:25]([OH:28])(=[O:27])=[O:26], predict the reaction product. The product is: [CH2:21]([O:20][C:18]([C:10]1[CH:11]=[N:12][C:13]2[N:14]([N:15]=[CH:16][C:17]=2[S:25]([OH:28])(=[O:27])=[O:26])[C:9]=1[NH:8][C:5]1[CH:6]=[CH:7][C:2]([F:1])=[CH:3][C:4]=1[CH3:23])=[O:19])[CH3:22]. (8) Given the reactants [O:1]1[CH2:6][CH2:5][N:4]([CH2:7][CH2:8][NH2:9])[CH2:3][CH2:2]1.C(N(CC)CC)C.[C:17](O[C:17]([O:19][C:20]([CH3:23])([CH3:22])[CH3:21])=[O:18])([O:19][C:20]([CH3:23])([CH3:22])[CH3:21])=[O:18], predict the reaction product. The product is: [O:1]1[CH2:6][CH2:5][N:4]([CH2:7][CH2:8][NH:9][C:17](=[O:18])[O:19][C:20]([CH3:23])([CH3:22])[CH3:21])[CH2:3][CH2:2]1. (9) The product is: [CH2:1]([O:4][CH:5]1[O:10][C:9]([CH2:11][O:12][CH2:42][C:43]2[CH:48]=[CH:47][C:46]([O:49][CH3:50])=[CH:45][CH:44]=2)([CH2:13][O:14][CH2:42][C:43]2[CH:48]=[CH:47][C:46]([O:49][CH3:50])=[CH:45][CH:44]=2)[CH:8]([O:15][CH2:16][C:17]2[CH:22]=[CH:21][CH:20]=[CH:19][CH:18]=2)[CH:7]([O:23][CH2:24][C:25]2[CH:26]=[CH:27][CH:28]=[CH:29][CH:30]=2)[CH:6]1[O:31][CH2:32][C:33]1[CH:34]=[CH:35][CH:36]=[CH:37][CH:38]=1)[CH:2]=[CH2:3]. Given the reactants [CH2:1]([O:4][CH:5]1[O:10][C:9]([CH2:13][OH:14])([CH2:11][OH:12])[C@@H:8]([O:15][CH2:16][C:17]2[CH:22]=[CH:21][CH:20]=[CH:19][CH:18]=2)[C@H:7]([O:23][CH2:24][C:25]2[CH:30]=[CH:29][CH:28]=[CH:27][CH:26]=2)[C@H:6]1[O:31][CH2:32][C:33]1[CH:38]=[CH:37][CH:36]=[CH:35][CH:34]=1)[CH:2]=[CH2:3].[H-].[Na+].Br[CH2:42][C:43]1[CH:48]=[CH:47][C:46]([O:49][CH3:50])=[CH:45][CH:44]=1, predict the reaction product.